The task is: Predict the product of the given reaction.. This data is from Forward reaction prediction with 1.9M reactions from USPTO patents (1976-2016). (1) Given the reactants [O:1]=[C:2]1[CH2:7][CH2:6][C@@H:5]([C:8]([O:10][CH3:11])=[O:9])[C@H:4]([C:12]([O:14][CH3:15])=[O:13])[CH2:3]1.[CH2:16](O)[CH2:17][OH:18], predict the reaction product. The product is: [O:18]1[C:2]2([CH2:7][CH2:6][C@@H:5]([C:8]([O:10][CH3:11])=[O:9])[C@H:4]([C:12]([O:14][CH3:15])=[O:13])[CH2:3]2)[O:1][CH2:16][CH2:17]1. (2) Given the reactants [CH2:1]([O:3][C:4]([C:6]1[N:14]([S:15]([C:18]2[CH:23]=[CH:22][CH:21]=[CH:20][CH:19]=2)(=[O:17])=[O:16])[C:13]2[C:8](=[N:9][C:10]([N:24](C(OC(C)(C)C)=O)[NH:25][C:26](OC(C)(C)C)=O)=[CH:11][CH:12]=2)[CH:7]=1)=[O:5])[CH3:2].[CH3:40]C(O)=O, predict the reaction product. The product is: [CH3:40][C:26]1[N:9]2[C:8]3[CH:7]=[C:6]([C:4]([O:3][CH2:1][CH3:2])=[O:5])[N:14]([S:15]([C:18]4[CH:23]=[CH:22][CH:21]=[CH:20][CH:19]=4)(=[O:16])=[O:17])[C:13]=3[CH:12]=[CH:11][C:10]2=[N:24][N:25]=1. (3) Given the reactants C1([SiH](C2C=CC=CC=2)Cl)C=CC=CC=1.[Cl-].[In+3].[Cl-].[Cl-].O[C:20]1([C:28]2[CH:33]=[CH:32][C:31]([O:34][CH3:35])=[CH:30][CH:29]=2)[CH2:23][CH:22]([C:24]([O:26][CH3:27])=[O:25])[CH2:21]1.CC(O)C, predict the reaction product. The product is: [CH3:35][O:34][C:31]1[CH:30]=[CH:29][C:28]([C@H:20]2[CH2:21][C@H:22]([C:24]([O:26][CH3:27])=[O:25])[CH2:23]2)=[CH:33][CH:32]=1.[CH3:35][O:34][C:31]1[CH:30]=[CH:29][C:28]([C@@H:20]2[CH2:21][C@H:22]([C:24]([O:26][CH3:27])=[O:25])[CH2:23]2)=[CH:33][CH:32]=1.